From a dataset of Peptide-MHC class I binding affinity with 185,985 pairs from IEDB/IMGT. Regression. Given a peptide amino acid sequence and an MHC pseudo amino acid sequence, predict their binding affinity value. This is MHC class I binding data. (1) The peptide sequence is CLVSGLSSL. The MHC is HLA-B39:01 with pseudo-sequence HLA-B39:01. The binding affinity (normalized) is 0.0847. (2) The peptide sequence is KPAMSTYSDI. The MHC is HLA-B07:02 with pseudo-sequence HLA-B07:02. The binding affinity (normalized) is 0.530. (3) The peptide sequence is TRLNAWVKVV. The MHC is HLA-B40:02 with pseudo-sequence HLA-B40:02. The binding affinity (normalized) is 0. (4) The peptide sequence is TQLPSKPHY. The MHC is HLA-A30:01 with pseudo-sequence HLA-A30:01. The binding affinity (normalized) is 0.296. (5) The peptide sequence is MEQRVMATL. The MHC is HLA-B51:01 with pseudo-sequence HLA-B51:01. The binding affinity (normalized) is 0.213. (6) The peptide sequence is VFAVLSIVNR. The binding affinity (normalized) is 0. The MHC is HLA-B35:01 with pseudo-sequence HLA-B35:01. (7) The peptide sequence is AEDLADHHV. The MHC is HLA-A02:19 with pseudo-sequence HLA-A02:19. The binding affinity (normalized) is 0.0847. (8) The peptide sequence is AELLSCSHL. The MHC is HLA-B40:02 with pseudo-sequence HLA-B40:02. The binding affinity (normalized) is 0.649. (9) The peptide sequence is REMLAHAEET. The MHC is HLA-B44:03 with pseudo-sequence HLA-B44:03. The binding affinity (normalized) is 0.498.